From a dataset of CYP3A4 inhibition data for predicting drug metabolism from PubChem BioAssay. Regression/Classification. Given a drug SMILES string, predict its absorption, distribution, metabolism, or excretion properties. Task type varies by dataset: regression for continuous measurements (e.g., permeability, clearance, half-life) or binary classification for categorical outcomes (e.g., BBB penetration, CYP inhibition). Dataset: cyp3a4_veith. (1) The molecule is O=C(Cc1ccccc1)N/N=C/C=C/c1cccc([N+](=O)[O-])c1. The result is 0 (non-inhibitor). (2) The molecule is Cc1[nH]n(-c2ccccc2)c(=O)c1CCOC(=O)c1ccc(C(F)(F)F)cc1. The result is 1 (inhibitor). (3) The molecule is CCC(=O)Nc1ccc(/C(C)=N\NS(=O)(=O)c2ccc(C)cc2)cc1. The result is 0 (non-inhibitor). (4) The compound is O=C(O)CCc1c2ccc(=O)c(O)c-2oc2c(O)c(O)ccc12. The result is 0 (non-inhibitor). (5) The compound is CN1N=C(N)c2cn([C@H]3O[C@@H](CO)[C@@H](O)[C@@H]3O)c3ncnc1c23. The result is 0 (non-inhibitor).